From a dataset of Reaction yield outcomes from USPTO patents with 853,638 reactions. Predict the reaction yield, written as a fraction of the theoretical maximum amount of product (1.0 means a 100% yield; for example, 0.34 means a 34% yield). (1) The product is [F:21][C:2]([F:1])([F:20])[C:3]1[CH:4]=[C:5]([CH:17]=[CH:18][CH:19]=1)[CH2:6][O:7][C:8]1[N:9]=[CH:10][C:11]([CH2:12][OH:13])=[CH:15][CH:16]=1. The yield is 0.430. The catalyst is C1COCC1.CO. The reactants are [F:1][C:2]([F:21])([F:20])[C:3]1[CH:4]=[C:5]([CH:17]=[CH:18][CH:19]=1)[CH2:6][O:7][C:8]1[CH:16]=[CH:15][C:11]([C:12](O)=[O:13])=[CH:10][N:9]=1.CCN(CC)CC.ClC(OC)=O.[BH4-].[Na+]. (2) The reactants are [CH3:1][C:2]1[CH:7]=[C:6]([CH3:8])[N:5]=[C:4]([N:9]2[CH2:16][CH:15]3[CH:11]([CH2:12][NH:13][CH2:14]3)[CH2:10]2)[N:3]=1.[F:17][C:18]1[C:19]([C:27]2[N:32]=[CH:31][CH:30]=[CH:29][N:28]=2)=[C:20]([CH:24]=[CH:25][CH:26]=1)[C:21](O)=[O:22].CN(C(ON1N=NC2C=CC=NC1=2)=[N+](C)C)C.F[P-](F)(F)(F)(F)F. The catalyst is CN(C=O)C.CCOC(C)=O. The product is [CH3:1][C:2]1[CH:7]=[C:6]([CH3:8])[N:5]=[C:4]([N:9]2[CH2:16][CH:15]3[CH:11]([CH2:12][N:13]([C:21]([C:20]4[CH:24]=[CH:25][CH:26]=[C:18]([F:17])[C:19]=4[C:27]4[N:28]=[CH:29][CH:30]=[CH:31][N:32]=4)=[O:22])[CH2:14]3)[CH2:10]2)[N:3]=1. The yield is 0.440. (3) The reactants are C[O:2][C:3](=O)[CH2:4][CH:5]1[CH2:10][CH2:9][C@H:8]([C:11](=[O:32])[NH:12][C:13]2[CH:18]=[CH:17][C:16]([O:19][CH2:20][C:21]3[C:30]4[C:25](=[CH:26][CH:27]=[CH:28][CH:29]=4)[N:24]=[C:23]([CH3:31])[CH:22]=3)=[CH:15][CH:14]=2)[C@@H:7]([C:33](=[O:43])[NH:34][O:35]CC2C=CC=CC=2)[CH2:6]1.C1CN([P+](ON2N=[N:69][C:64]3C=[CH:66][CH:67]=[CH:68][C:63]2=3)(N2CCCC2)N2CCCC2)CC1.F[P-](F)(F)(F)(F)F.Cl.C(ON)C1C=CC=CC=1.CN1CCOCC1. The catalyst is CN(C=O)C. The product is [OH:35][NH:34][C:33]([C@H:7]1[CH2:6][CH:5]([CH2:4][C:3](=[O:2])[N:69]2[CH2:66][CH2:67][CH2:68][CH2:63][CH2:64]2)[CH2:10][CH2:9][C@@H:8]1[C:11]([NH:12][C:13]1[CH:14]=[CH:15][C:16]([O:19][CH2:20][C:21]2[C:30]3[C:25](=[CH:26][CH:27]=[CH:28][CH:29]=3)[N:24]=[C:23]([CH3:31])[CH:22]=2)=[CH:17][CH:18]=1)=[O:32])=[O:43]. The yield is 0.930. (4) The reactants are [CH3:1][O:2][C:3]1[C:12]([NH:13][C:14](=[O:18])OCC)=[N:11][C:10]2[C:5](=[CH:6][C:7]([O:21][CH3:22])=[C:8]([O:19][CH3:20])[CH:9]=2)[N:4]=1.[CH3:23][O:24][C:25]1[CH:26]=[C:27]([N:33]2[CH2:38][CH2:37][NH:36][CH2:35][CH2:34]2)[CH:28]=[C:29]([O:31][CH3:32])[CH:30]=1. No catalyst specified. The product is [CH3:1][O:2][C:3]1[C:12]([NH:13][C:14]([N:36]2[CH2:35][CH2:34][N:33]([C:27]3[CH:26]=[C:25]([O:24][CH3:23])[CH:30]=[C:29]([O:31][CH3:32])[CH:28]=3)[CH2:38][CH2:37]2)=[O:18])=[N:11][C:10]2[C:5](=[CH:6][C:7]([O:21][CH3:22])=[C:8]([O:19][CH3:20])[CH:9]=2)[N:4]=1. The yield is 0.680. (5) The reactants are [NH:1]1[C:9]2[C:4](=[CH:5][CH:6]=[CH:7][C:8]=2[C:10]([OH:12])=O)[CH:3]=[CH:2]1.CN(C(ON1N=NC2C=CC=CC1=2)=[N+](C)C)C.[B-](F)(F)(F)F.C(N(CC)C(C)C)(C)C.[C:44]([C:48]1[CH:65]=[CH:64][C:51]([CH2:52][NH:53][CH2:54][CH2:55][C:56]2[CH:61]=[CH:60][C:59]([O:62][CH3:63])=[CH:58][CH:57]=2)=[CH:50][CH:49]=1)([CH3:47])([CH3:46])[CH3:45]. The catalyst is CN(C=O)C.O. The product is [C:44]([C:48]1[CH:65]=[CH:64][C:51]([CH2:52][N:53]([CH2:54][CH2:55][C:56]2[CH:57]=[CH:58][C:59]([O:62][CH3:63])=[CH:60][CH:61]=2)[C:10]([C:8]2[CH:7]=[CH:6][CH:5]=[C:4]3[C:9]=2[NH:1][CH:2]=[CH:3]3)=[O:12])=[CH:50][CH:49]=1)([CH3:47])([CH3:45])[CH3:46]. The yield is 0.800. (6) The reactants are [CH3:1][S:2][C:3]1[S:11][C:10]2[C:5](=[N:6][CH:7]=[CH:8][C:9]=2[O:12][C:13]2[CH:18]=[CH:17][C:16]([NH2:19])=[CH:15][C:14]=2[F:20])[CH:4]=1.[C:21]1([CH2:27][C:28]([N:30]=[C:31]=[S:32])=[O:29])[CH:26]=[CH:25][CH:24]=[CH:23][CH:22]=1. The catalyst is C1COCC1. The product is [CH3:1][S:2][C:3]1[S:11][C:10]2[C:5](=[N:6][CH:7]=[CH:8][C:9]=2[O:12][C:13]2[CH:18]=[CH:17][C:16]([NH:19][C:31]([NH:30][C:28](=[O:29])[CH2:27][C:21]3[CH:22]=[CH:23][CH:24]=[CH:25][CH:26]=3)=[S:32])=[CH:15][C:14]=2[F:20])[CH:4]=1. The yield is 0.260. (7) The reactants are [CH:1]1([C:4]([N:6]2[CH2:11][CH2:10][N:9]([C:12]([C:14]3[NH:15][C:16]4[C:21]([CH:22]=3)=[CH:20][C:19]([C:23]([N:25]3[CH2:30][CH2:29][N:28]([CH:31]([CH3:33])[CH3:32])[CH2:27][CH2:26]3)=[O:24])=[CH:18][CH:17]=4)=[O:13])[CH2:8][CH2:7]2)=[O:5])[CH2:3][CH2:2]1.[Cl:34][C:35]1[CH:40]=[C:39](B(O)O)[CH:38]=[CH:37][N:36]=1. No catalyst specified. The product is [Cl:34][C:35]1[CH:40]=[C:39]([N:15]2[C:16]3[C:21](=[CH:20][C:19]([C:23]([N:25]4[CH2:30][CH2:29][N:28]([CH:31]([CH3:33])[CH3:32])[CH2:27][CH2:26]4)=[O:24])=[CH:18][CH:17]=3)[CH:22]=[C:14]2[C:12]([N:9]2[CH2:8][CH2:7][N:6]([C:4]([CH:1]3[CH2:3][CH2:2]3)=[O:5])[CH2:11][CH2:10]2)=[O:13])[CH:38]=[CH:37][N:36]=1. The yield is 0.430. (8) The reactants are [CH3:1][N:2]([CH3:11])[C:3]1[CH:10]=[CH:9][C:6]([C:7]#[N:8])=[CH:5][CH:4]=1.C(N(CC)CC)C.[SH2:19]. The catalyst is N1C=CC=CC=1. The product is [CH3:1][N:2]([CH3:11])[C:3]1[CH:10]=[CH:9][C:6]([C:7]([NH2:8])=[S:19])=[CH:5][CH:4]=1. The yield is 0.660. (9) The reactants are [NH2:1][CH2:2][C:3]1[CH:4]=[C:5]([N:9]2[C:13]([C:14]([NH:16][CH2:17][C:18]3[CH:23]=[CH:22][CH:21]=[CH:20][C:19]=3[O:24][CH3:25])=[O:15])=[CH:12][C:11]([C:26]([F:29])([F:28])[F:27])=[N:10]2)[CH:6]=[CH:7][CH:8]=1.[CH3:30][N:31]([CH2:39][CH:40]=O)[C:32](=[O:38])[O:33][C:34]([CH3:37])([CH3:36])[CH3:35].C(O)(=O)C.C([BH3-])#N.[Na+]. The catalyst is CO. The yield is 0.370. The product is [CH3:25][O:24][C:19]1[CH:20]=[CH:21][CH:22]=[CH:23][C:18]=1[CH2:17][NH:16][C:14]([C:13]1[N:9]([C:5]2[CH:4]=[C:3]([CH:8]=[CH:7][CH:6]=2)[CH2:2][NH:1][CH2:40][CH2:39][N:31]([CH3:30])[C:32](=[O:38])[O:33][C:34]([CH3:36])([CH3:35])[CH3:37])[N:10]=[C:11]([C:26]([F:28])([F:29])[F:27])[CH:12]=1)=[O:15]. (10) The reactants are C1(C([NH:14][C:15]2([PH:20](=[O:22])[OH:21])[CH2:19][CH2:18][CH2:17][CH2:16]2)C2C=CC=CC=2)C=CC=CC=1. The catalyst is Br. The product is [NH2:14][C:15]1([PH:20](=[O:21])[OH:22])[CH2:19][CH2:18][CH2:17][CH2:16]1. The yield is 0.130.